Predict which catalyst facilitates the given reaction. From a dataset of Catalyst prediction with 721,799 reactions and 888 catalyst types from USPTO. (1) Reactant: [CH2:1]([O:3][C:4]([C:6]1([C:9]2[CH:14]=[CH:13][C:12]([C:15]3[CH:20]=[CH:19][C:18]([C:21]4[S:22][C:23]([Cl:29])=[CH:24][C:25]=4C(=O)N)=[CH:17][C:16]=3[O:30][CH3:31])=[CH:11][CH:10]=2)[CH2:8][CH2:7]1)=[O:5])[CH3:2].[N:32]1[CH:37]=CC=CC=1.FC(F)(F)C(OI(C1C=CC=CC=1)OC(=O)C(F)(F)F)=[O:41].[F:59][C:60]1[CH:65]=[C:64]([F:66])[CH:63]=[CH:62][C:61]=1[C@H:67]([OH:69])[CH3:68]. Product: [CH2:1]([O:3][C:4]([C:6]1([C:9]2[CH:10]=[CH:11][C:12]([C:15]3[CH:20]=[CH:19][C:18]([C:21]4[S:22][C:23]([Cl:29])=[CH:24][C:25]=4[NH:32][C:37]([O:69][C@@H:67]([C:61]4[CH:62]=[CH:63][C:64]([F:66])=[CH:65][C:60]=4[F:59])[CH3:68])=[O:41])=[CH:17][C:16]=3[O:30][CH3:31])=[CH:13][CH:14]=2)[CH2:8][CH2:7]1)=[O:5])[CH3:2]. The catalyst class is: 727. (2) Reactant: CS(O[CH:6]([C:8]1[CH:21]=[C:20]2[C:11]([O:12][CH2:13][CH2:14][N:15]3[C:19]2=[N:18][C:17]([C:22]2[N:23]([CH:28]([CH3:30])[CH3:29])[CH:24]=[C:25]([CH3:27])[N:26]=2)=[CH:16]3)=[CH:10][CH:9]=1)[CH3:7])(=O)=O.[NH:31]1[CH2:36][CH2:35][CH:34]([C:37]([OH:40])([CH3:39])[CH3:38])[CH2:33][CH2:32]1. Product: [CH:28]([N:23]1[CH:24]=[C:25]([CH3:27])[N:26]=[C:22]1[C:17]1[N:18]=[C:19]2[C:20]3[CH:21]=[C:8]([CH:6]([N:31]4[CH2:36][CH2:35][CH:34]([C:37]([OH:40])([CH3:39])[CH3:38])[CH2:33][CH2:32]4)[CH3:7])[CH:9]=[CH:10][C:11]=3[O:12][CH2:13][CH2:14][N:15]2[CH:16]=1)([CH3:29])[CH3:30]. The catalyst class is: 12. (3) Reactant: [NH2:1][C@@H:2]([CH2:6][CH2:7][C:8]([O:10][CH3:11])=[O:9])[C:3]([OH:5])=[O:4].C([O-])(O)=O.[Na+].[CH3:17][C:18]([O:21][C:22](O[C:22]([O:21][C:18]([CH3:20])([CH3:19])[CH3:17])=[O:23])=[O:23])([CH3:20])[CH3:19]. Product: [C:18]([O:21][C:22]([NH:1][C@@H:2]([CH2:6][CH2:7][C:8]([O:10][CH3:11])=[O:9])[C:3]([OH:5])=[O:4])=[O:23])([CH3:20])([CH3:19])[CH3:17]. The catalyst class is: 127. (4) Reactant: [CH2:1]([O:8][C:9]([NH:11][CH:12]([CH2:16][CH2:17][S:18][CH3:19])[C:13]([OH:15])=[O:14])=[O:10])[C:2]1[CH:7]=[CH:6][CH:5]=[CH:4][CH:3]=1.C[CH:21]([OH:23])[CH3:22].[CH2:24](Cl)[CH2:25]Cl. Product: [CH2:1]([O:8][C:9]([NH:11][CH:12]([CH2:16][CH2:17][S:18][CH3:19])[C:13]([O:15][CH:16]([CH2:12][N:11]1[CH2:22][CH2:21][O:23][CH2:25][CH2:24]1)[CH3:17])=[O:14])=[O:10])[C:2]1[CH:3]=[CH:4][CH:5]=[CH:6][CH:7]=1. The catalyst class is: 166. (5) Reactant: [OH-].[Na+].[Cl:3][C:4]1[CH:5]=[C:6]([C:14]2[O:18][N:17]=[C:16]([C:19]3[CH:20]=[CH:21][C:22]([F:35])=[C:23]4[C:27]=3[NH:26][CH:25]=[C:24]4[CH2:28][CH2:29][C:30]([O:32]CC)=[O:31])[N:15]=2)[CH:7]=[CH:8][C:9]=1[O:10][CH:11]([CH3:13])[CH3:12].Cl. Product: [Cl:3][C:4]1[CH:5]=[C:6]([C:14]2[O:18][N:17]=[C:16]([C:19]3[CH:20]=[CH:21][C:22]([F:35])=[C:23]4[C:27]=3[NH:26][CH:25]=[C:24]4[CH2:28][CH2:29][C:30]([OH:32])=[O:31])[N:15]=2)[CH:7]=[CH:8][C:9]=1[O:10][CH:11]([CH3:13])[CH3:12]. The catalyst class is: 20. (6) The catalyst class is: 7. Reactant: [H-].[Na+].[Cl:3][C:4]1[C:5]([C:11](=[N:26][O:27][CH3:28])[CH2:12][NH:13][C:14](=[O:25])[C:15]2[CH:20]=[CH:19][CH:18]=[CH:17][C:16]=2[C:21]([F:24])([F:23])[F:22])=[N:6][CH:7]=[C:8]([Cl:10])[CH:9]=1.[CH3:29]I. Product: [Cl:3][C:4]1[C:5]([C:11](=[N:26][O:27][CH3:28])[CH2:12][N:13]([CH3:29])[C:14](=[O:25])[C:15]2[CH:20]=[CH:19][CH:18]=[CH:17][C:16]=2[C:21]([F:22])([F:24])[F:23])=[N:6][CH:7]=[C:8]([Cl:10])[CH:9]=1. (7) Reactant: [Cl:1][C:2]1[CH:7]=[C:6]([O:8][C:9]2[C:10]([CH3:19])=[N:11][CH:12]=[C:13]([C:17]=2[CH3:18])[C:14]([OH:16])=[O:15])[CH:5]=[CH:4][N:3]=1.[CH2:20](O)[CH3:21].S(=O)(=O)(O)O.C([O-])(O)=O.[Na+]. Product: [Cl:1][C:2]1[CH:7]=[C:6]([O:8][C:9]2[C:10]([CH3:19])=[N:11][CH:12]=[C:13]([C:17]=2[CH3:18])[C:14]([O:16][CH2:20][CH3:21])=[O:15])[CH:5]=[CH:4][N:3]=1. The catalyst class is: 48.